This data is from Full USPTO retrosynthesis dataset with 1.9M reactions from patents (1976-2016). The task is: Predict the reactants needed to synthesize the given product. Given the product [CH2:1]([O:3][C:4](=[O:17])[CH2:5][C:6]([C:7]1[CH:12]=[CH:11][C:10]([N+:13]([O-:15])=[O:14])=[CH:9][CH:8]=1)=[N:19][NH:18][C:20]1[N:25]=[CH:24][CH:23]=[CH:22][N:21]=1)[CH3:2], predict the reactants needed to synthesize it. The reactants are: [CH2:1]([O:3][C:4](=[O:17])[CH2:5][C:6](=O)[C:7]1[CH:12]=[CH:11][C:10]([N+:13]([O-:15])=[O:14])=[CH:9][CH:8]=1)[CH3:2].[NH:18]([C:20]1[N:25]=[CH:24][CH:23]=[CH:22][N:21]=1)[NH2:19].